The task is: Regression. Given two drug SMILES strings and cell line genomic features, predict the synergy score measuring deviation from expected non-interaction effect.. This data is from NCI-60 drug combinations with 297,098 pairs across 59 cell lines. (1) Drug 1: C1CCN(CC1)CCOC2=CC=C(C=C2)C(=O)C3=C(SC4=C3C=CC(=C4)O)C5=CC=C(C=C5)O. Cell line: MDA-MB-435. Drug 2: CC1=C(N=C(N=C1N)C(CC(=O)N)NCC(C(=O)N)N)C(=O)NC(C(C2=CN=CN2)OC3C(C(C(C(O3)CO)O)O)OC4C(C(C(C(O4)CO)O)OC(=O)N)O)C(=O)NC(C)C(C(C)C(=O)NC(C(C)O)C(=O)NCCC5=NC(=CS5)C6=NC(=CS6)C(=O)NCCC[S+](C)C)O. Synergy scores: CSS=-7.55, Synergy_ZIP=4.65, Synergy_Bliss=3.64, Synergy_Loewe=-3.89, Synergy_HSA=-3.89. (2) Drug 1: C1CCC(CC1)NC(=O)N(CCCl)N=O. Drug 2: CC1=C(C=C(C=C1)NC(=O)C2=CC=C(C=C2)CN3CCN(CC3)C)NC4=NC=CC(=N4)C5=CN=CC=C5. Cell line: SNB-19. Synergy scores: CSS=40.4, Synergy_ZIP=3.39, Synergy_Bliss=6.41, Synergy_Loewe=4.90, Synergy_HSA=4.31. (3) Drug 1: C1=NC2=C(N1)C(=S)N=CN2. Drug 2: C(CC(=O)O)C(=O)CN.Cl. Cell line: OVCAR3. Synergy scores: CSS=62.0, Synergy_ZIP=-5.26, Synergy_Bliss=-6.89, Synergy_Loewe=-35.1, Synergy_HSA=-2.81. (4) Drug 1: CC1=C2C(C(=O)C3(C(CC4C(C3C(C(C2(C)C)(CC1OC(=O)C(C(C5=CC=CC=C5)NC(=O)C6=CC=CC=C6)O)O)OC(=O)C7=CC=CC=C7)(CO4)OC(=O)C)O)C)OC(=O)C. Drug 2: CCC1(C2=C(COC1=O)C(=O)N3CC4=CC5=C(C=CC(=C5CN(C)C)O)N=C4C3=C2)O.Cl. Cell line: HCT116. Synergy scores: CSS=71.3, Synergy_ZIP=0.146, Synergy_Bliss=-2.69, Synergy_Loewe=-4.00, Synergy_HSA=1.68. (5) Drug 1: CC12CCC3C(C1CCC2OP(=O)(O)O)CCC4=C3C=CC(=C4)OC(=O)N(CCCl)CCCl.[Na+]. Drug 2: CC1C(C(CC(O1)OC2CC(CC3=C2C(=C4C(=C3O)C(=O)C5=CC=CC=C5C4=O)O)(C(=O)C)O)N)O. Cell line: DU-145. Synergy scores: CSS=51.8, Synergy_ZIP=4.22, Synergy_Bliss=8.84, Synergy_Loewe=-24.7, Synergy_HSA=8.35. (6) Drug 1: CCC1=CC2CC(C3=C(CN(C2)C1)C4=CC=CC=C4N3)(C5=C(C=C6C(=C5)C78CCN9C7C(C=CC9)(C(C(C8N6C)(C(=O)OC)O)OC(=O)C)CC)OC)C(=O)OC.C(C(C(=O)O)O)(C(=O)O)O. Drug 2: CS(=O)(=O)CCNCC1=CC=C(O1)C2=CC3=C(C=C2)N=CN=C3NC4=CC(=C(C=C4)OCC5=CC(=CC=C5)F)Cl. Cell line: NCI/ADR-RES. Synergy scores: CSS=10.9, Synergy_ZIP=2.88, Synergy_Bliss=7.48, Synergy_Loewe=7.28, Synergy_HSA=7.28. (7) Drug 1: C1=NC2=C(N1)C(=S)N=CN2. Synergy scores: CSS=54.4, Synergy_ZIP=-6.45, Synergy_Bliss=-4.85, Synergy_Loewe=-4.50, Synergy_HSA=-2.85. Drug 2: CC1C(C(CC(O1)OC2CC(CC3=C2C(=C4C(=C3O)C(=O)C5=CC=CC=C5C4=O)O)(C(=O)C)O)N)O. Cell line: NCI-H322M. (8) Drug 1: CC1=C(C=C(C=C1)NC2=NC=CC(=N2)N(C)C3=CC4=NN(C(=C4C=C3)C)C)S(=O)(=O)N.Cl. Drug 2: CC1C(C(CC(O1)OC2CC(CC3=C2C(=C4C(=C3O)C(=O)C5=C(C4=O)C(=CC=C5)OC)O)(C(=O)CO)O)N)O.Cl. Cell line: A498. Synergy scores: CSS=66.5, Synergy_ZIP=2.19, Synergy_Bliss=2.50, Synergy_Loewe=6.29, Synergy_HSA=8.86.